This data is from Reaction yield outcomes from USPTO patents with 853,638 reactions. The task is: Predict the reaction yield, written as a fraction of the theoretical maximum amount of product (1.0 means a 100% yield; for example, 0.34 means a 34% yield). The reactants are [NH3:1].Cl[C:3]1[C:4]2[N:12]=[C:11]([C:13]3[CH:18]=[CH:17][C:16]([F:19])=[CH:15][CH:14]=3)[CH:10]=[CH:9][C:5]=2[N:6]=[CH:7][N:8]=1. The catalyst is CO. The product is [NH2:1][C:3]1[C:4]2[N:12]=[C:11]([C:13]3[CH:18]=[CH:17][C:16]([F:19])=[CH:15][CH:14]=3)[CH:10]=[CH:9][C:5]=2[N:6]=[CH:7][N:8]=1. The yield is 0.830.